From a dataset of Catalyst prediction with 721,799 reactions and 888 catalyst types from USPTO. Predict which catalyst facilitates the given reaction. (1) Reactant: [C:1](Cl)(=[O:3])[CH3:2].[N:5]1[CH:10]=[CH:9][N:8]=[C:7]2[NH:11][C:12]([C:14]3[C:22]4[C:17](=[CH:18][CH:19]=[CH:20][CH:21]=4)[N:16]([CH2:23][CH2:24][CH2:25][NH2:26])[CH:15]=3)=[CH:13][C:6]=12.C(N(CC)CC)C. Product: [N:5]1[CH:10]=[CH:9][N:8]=[C:7]2[NH:11][C:12]([C:14]3[C:22]4[C:17](=[CH:18][CH:19]=[CH:20][CH:21]=4)[N:16]([CH2:23][CH2:24][CH2:25][NH:26][C:1](=[O:3])[CH3:2])[CH:15]=3)=[CH:13][C:6]=12. The catalyst class is: 4. (2) Reactant: Br[C:2]1[CH:3]=[C:4]([NH:8][C:9]([N:11]2[CH2:16][CH2:15][N:14]([C:17](=[O:33])[C:18]3[CH:23]=[CH:22][CH:21]=[C:20]([O:24][CH2:25][CH2:26][CH:27]4[CH2:32][CH2:31][CH2:30][CH2:29][CH2:28]4)[CH:19]=3)[CH2:13][CH2:12]2)=[O:10])[CH:5]=[N:6][CH:7]=1.[NH2:34][C:35]([C:37]1[CH:38]=[C:39](B(O)O)[CH:40]=[CH:41][CH:42]=1)=[O:36].C(=O)([O-])[O-].[Na+].[Na+].C(=O)([O-])O.[Na+]. Product: [C:35]([C:37]1[CH:42]=[C:41]([C:2]2[CH:3]=[C:4]([NH:8][C:9]([N:11]3[CH2:16][CH2:15][N:14]([C:17](=[O:33])[C:18]4[CH:23]=[CH:22][CH:21]=[C:20]([O:24][CH2:25][CH2:26][CH:27]5[CH2:32][CH2:31][CH2:30][CH2:29][CH2:28]5)[CH:19]=4)[CH2:13][CH2:12]3)=[O:10])[CH:5]=[N:6][CH:7]=2)[CH:40]=[CH:39][CH:38]=1)(=[O:36])[NH2:34]. The catalyst class is: 73. (3) Reactant: [CH3:1][O:2][C:3]1[C:11]([O:12][C@@H:13]2[CH2:18][CH2:17][CH2:16][C@H:15](N)[CH2:14]2)=[CH:10][CH:9]=[C:8]2[C:4]=1[CH:5]=[N:6][NH:7]2.C=O.[C:22]([BH3-])#[N:23].[Na+].[C:26](O)(=O)C.C(Cl)(Cl)[Cl:31]. The catalyst class is: 382. Product: [ClH:31].[CH3:1][O:2][C:3]1[C:11]([O:12][C@@H:13]2[CH2:18][CH2:17][CH2:16][C@H:15]([N:23]([CH3:22])[CH3:26])[CH2:14]2)=[CH:10][CH:9]=[C:8]2[C:4]=1[CH:5]=[N:6][NH:7]2. (4) Reactant: [F:1][CH:2]([F:14])[CH2:3][C:4]1[CH:5]=[N:6][C:7]2[C:12]([CH:13]=1)=[CH:11][CH:10]=[CH:9][CH:8]=2.[BH3-]C#N.[Na+].B(F)(F)F.CCOCC.O. Product: [F:14][CH:2]([F:1])[CH2:3][CH:4]1[CH2:13][C:12]2[C:7](=[CH:8][CH:9]=[CH:10][CH:11]=2)[NH:6][CH2:5]1. The catalyst class is: 5. (5) Reactant: [OH-].[Na+].C[O:4][C:5](=[O:25])[CH2:6][CH2:7][CH2:8][CH2:9][CH2:10][CH2:11][CH2:12][N:13]1[CH:17]=[C:16]([C:18]2[CH:23]=[CH:22][CH:21]=[CH:20][C:19]=2[OH:24])[N:15]=[CH:14]1. Product: [OH:24][C:19]1[CH:20]=[CH:21][CH:22]=[CH:23][C:18]=1[C:16]1[N:15]=[CH:14][N:13]([CH2:12][CH2:11][CH2:10][CH2:9][CH2:8][CH2:7][CH2:6][C:5]([OH:25])=[O:4])[CH:17]=1. The catalyst class is: 72. (6) Reactant: Br[C:2]1[CH:11]=[C:10]2[C:5]([N:6]=[CH:7][C:8]([N:12]3[CH2:17][CH2:16][N:15]([CH2:18][CH2:19][NH:20][C:21](=[O:27])[O:22][C:23]([CH3:26])([CH3:25])[CH3:24])[CH2:14][CH2:13]3)=[N:9]2)=[CH:4][CH:3]=1.B1(B2OC(C)(C)C(C)(C)O2)OC(C)(C)C(C)(C)O1.C([O-])(=O)C.[K+].Br[C:52]1[CH:53]=[C:54]([S:58]([NH2:61])(=[O:60])=[O:59])[CH:55]=[N:56][CH:57]=1.C(=O)([O-])[O-].[K+].[K+]. Product: [NH2:61][S:58]([C:54]1[CH:53]=[C:52]([C:2]2[CH:11]=[C:10]3[C:5]([N:6]=[CH:7][C:8]([N:12]4[CH2:13][CH2:14][N:15]([CH2:18][CH2:19][NH:20][C:21](=[O:27])[O:22][C:23]([CH3:24])([CH3:25])[CH3:26])[CH2:16][CH2:17]4)=[N:9]3)=[CH:4][CH:3]=2)[CH:57]=[N:56][CH:55]=1)(=[O:60])=[O:59]. The catalyst class is: 12. (7) Reactant: [Br:1][C:2]1[CH:11]=[CH:10][C:9]2[N:8]=[CH:7][C:6]3[N:12]=[CH:13][N:14]([C:15]4[CH:20]=[CH:19][C:18](F)=[CH:17][CH:16]=4)[C:5]=3[C:4]=2[CH:3]=1.C(=O)([O-])[O-].[K+].[K+].[CH3:28][N:29]1[CH2:34][CH2:33][NH:32][CH2:31][CH2:30]1.C(OCC)(=O)C. Product: [Br:1][C:2]1[CH:11]=[CH:10][C:9]2[N:8]=[CH:7][C:6]3[N:12]=[CH:13][N:14]([C:15]4[CH:20]=[CH:19][C:18]([N:32]5[CH2:33][CH2:34][N:29]([CH3:28])[CH2:30][CH2:31]5)=[CH:17][CH:16]=4)[C:5]=3[C:4]=2[CH:3]=1. The catalyst class is: 16.